This data is from Full USPTO retrosynthesis dataset with 1.9M reactions from patents (1976-2016). The task is: Predict the reactants needed to synthesize the given product. (1) Given the product [NH2:1][C:2]1[C:7]([C:8]#[N:9])=[C:6]([CH:10]2[CH2:15][CH2:14][CH:13]([O:16][CH2:17][CH2:18][O:19][Si:20]([C:33]([CH3:35])([CH3:36])[CH3:34])([C:27]3[CH:28]=[CH:29][CH:30]=[CH:31][CH:32]=3)[C:21]3[CH:22]=[CH:23][CH:24]=[CH:25][CH:26]=3)[CH2:12][CH2:11]2)[C:5]([C:37]#[N:38])=[C:4]([S:39][CH2:41][C:42]2[N:43]=[C:44]([C:47]3[CH:52]=[CH:51][C:50]([Cl:53])=[CH:49][CH:48]=3)[S:45][CH:46]=2)[N:3]=1, predict the reactants needed to synthesize it. The reactants are: [NH2:1][C:2]1[C:7]([C:8]#[N:9])=[C:6]([CH:10]2[CH2:15][CH2:14][CH:13]([O:16][CH2:17][CH2:18][O:19][Si:20]([C:33]([CH3:36])([CH3:35])[CH3:34])([C:27]3[CH:32]=[CH:31][CH:30]=[CH:29][CH:28]=3)[C:21]3[CH:26]=[CH:25][CH:24]=[CH:23][CH:22]=3)[CH2:12][CH2:11]2)[C:5]([C:37]#[N:38])=[C:4]([SH:39])[N:3]=1.Cl[CH2:41][C:42]1[N:43]=[C:44]([C:47]2[CH:52]=[CH:51][C:50]([Cl:53])=[CH:49][CH:48]=2)[S:45][CH:46]=1.C(=O)(O)[O-].[Na+]. (2) Given the product [F:24][C:20]1[CH:19]=[C:18]([CH2:17][CH2:16][O:15][CH2:14][C:13]2[NH:10][C:8](=[O:9])[C:7]3[C:2]([N:1]=2)=[N:3][CH:4]=[N:5][CH:6]=3)[CH:23]=[CH:22][CH:21]=1, predict the reactants needed to synthesize it. The reactants are: [NH2:1][C:2]1[C:7]([C:8]([NH2:10])=[O:9])=[CH:6][N:5]=[CH:4][N:3]=1.CO[C:13](=O)[CH2:14][O:15][CH2:16][CH2:17][C:18]1[CH:23]=[CH:22][CH:21]=[C:20]([F:24])[CH:19]=1.[Li+].C[Si]([N-][Si](C)(C)C)(C)C. (3) Given the product [Cl:1][C:2]1[CH:7]=[C:6]([C:18]2[CH:19]=[N:20][C:15]([C:14]([F:25])([F:24])[F:13])=[CH:16][CH:17]=2)[N:5]=[CH:4][C:3]=1[C:9]([O:11][CH3:12])=[O:10], predict the reactants needed to synthesize it. The reactants are: [Cl:1][C:2]1[CH:7]=[C:6](Cl)[N:5]=[CH:4][C:3]=1[C:9]([O:11][CH3:12])=[O:10].[F:13][C:14]([F:25])([F:24])[C:15]1[N:20]=[CH:19][C:18](B(O)O)=[CH:17][CH:16]=1.C(=O)([O-])[O-].[K+].[K+].O. (4) Given the product [CH2:9]([CH:5]([CH2:6][OH:7])[C:4]([OH:13])=[O:3])[CH2:10][CH2:11][CH3:12], predict the reactants needed to synthesize it. The reactants are: C([O:3][C:4](=[O:13])[CH:5]([CH2:9][CH2:10][CH2:11][CH3:12])[C:6](O)=[O:7])C.C(O)(C)C.[BH4-].[Li+]. (5) Given the product [O:1]([C:8]1[CH:9]=[C:10]([CH:14]=[CH:15][CH:16]=1)[C:11]([Cl:20])=[O:12])[C:2]1[CH:7]=[CH:6][CH:5]=[CH:4][CH:3]=1, predict the reactants needed to synthesize it. The reactants are: [O:1]([C:8]1[CH:9]=[C:10]([CH:14]=[CH:15][CH:16]=1)[C:11](O)=[O:12])[C:2]1[CH:7]=[CH:6][CH:5]=[CH:4][CH:3]=1.C(Cl)(=O)C([Cl:20])=O.